Task: Predict the product of the given reaction.. Dataset: Forward reaction prediction with 1.9M reactions from USPTO patents (1976-2016) Given the reactants [CH2:1]([O:3][C:4]([C:6]1[C:11]([N+:12]([O-])=O)=[C:10]([C:15]([O:17][CH2:18][CH3:19])=[O:16])[CH:9]=[CH:8][N:7]=1)=[O:5])[CH3:2], predict the reaction product. The product is: [CH2:1]([O:3][C:4]([C:6]1[C:11]([NH2:12])=[C:10]([C:15]([O:17][CH2:18][CH3:19])=[O:16])[CH:9]=[CH:8][N:7]=1)=[O:5])[CH3:2].